Predict the reactants needed to synthesize the given product. From a dataset of Full USPTO retrosynthesis dataset with 1.9M reactions from patents (1976-2016). (1) The reactants are: Br[C:2]1[N:3]=[CH:4][N:5]([CH3:7])[CH:6]=1.[CH3:8][N:9]1[CH2:14][CH2:13][N:12]([C:15]2[CH:20]=[CH:19][C:18]([NH:21][C:22]3[N:27]=[CH:26][C:25]4=[CH:28][CH:29]=[C:30](B5OC(C)(C)C(C)(C)O5)[N:24]4[N:23]=3)=[CH:17][CH:16]=2)[CH2:11][CH2:10]1. Given the product [CH3:7][N:5]1[CH:6]=[C:2]([C:30]2[N:24]3[C:25]([CH:26]=[N:27][C:22]([NH:21][C:18]4[CH:19]=[CH:20][C:15]([N:12]5[CH2:13][CH2:14][N:9]([CH3:8])[CH2:10][CH2:11]5)=[CH:16][CH:17]=4)=[N:23]3)=[CH:28][CH:29]=2)[N:3]=[CH:4]1, predict the reactants needed to synthesize it. (2) Given the product [CH:1]1([CH:4]2[CH2:5][C:6]3([CH2:7][CH2:8][NH:9][CH2:10][CH2:11]3)[C:19](=[O:21])[N:28]2[C:38]2[CH2:39][O:40][C:41](=[O:43])[CH:42]=2)[CH2:2][CH2:3]1, predict the reactants needed to synthesize it. The reactants are: [CH:1]1([C:4](=C)[CH2:5][C:6]2([C:19]([O:21]CC)=O)[CH2:11][CH2:10][N:9](C(OC(C)(C)C)=O)[CH2:8][CH2:7]2)[CH2:3][CH2:2]1.C(C1CC2(CCNCC2)C(=O)[N:28]1[C:38]1[CH2:39][O:40][C:41](=[O:43])[CH:42]=1)C.